Predict the reactants needed to synthesize the given product. From a dataset of Full USPTO retrosynthesis dataset with 1.9M reactions from patents (1976-2016). (1) Given the product [CH3:12][O:11][C:9]1[CH:10]=[C:2]2[C:3]([C:4](=[O:6])[N:14]([CH3:13])[C:30]([C:29]3[CH:32]=[CH:33][C:26]([O:25][CH2:24][CH2:23][CH2:22][N:18]4[CH2:19][CH2:20][CH2:21][C@H:16]([CH3:15])[CH2:17]4)=[CH:27][CH:28]=3)=[N:1]2)=[CH:7][CH:8]=1, predict the reactants needed to synthesize it. The reactants are: [NH2:1][C:2]1[CH:10]=[C:9]([O:11][CH3:12])[CH:8]=[CH:7][C:3]=1[C:4]([OH:6])=O.[CH3:13][NH2:14].[CH3:15][C@H:16]1[CH2:21][CH2:20][CH2:19][N:18]([CH2:22][CH2:23][CH2:24][O:25][C:26]2[CH:33]=[CH:32][C:29]([CH:30]=O)=[CH:28][CH:27]=2)[CH2:17]1. (2) Given the product [CH:11]1([C:2]2[C:3]3[CH:10]=[CH:9][NH:8][C:4]=3[N:5]=[CH:6][N:7]=2)[CH2:13][CH2:12]1, predict the reactants needed to synthesize it. The reactants are: Cl[C:2]1[C:3]2[CH:10]=[CH:9][NH:8][C:4]=2[N:5]=[CH:6][N:7]=1.[CH:11]1([Mg]Br)[CH2:13][CH2:12]1.ClCCl. (3) Given the product [C:1]1([CH:7]([C:29]2[CH:34]=[CH:33][CH:32]=[CH:31][CH:30]=2)[CH2:8][NH:9][C:10]2[N:18]=[C:17]([C:35]#[N:36])[N:16]=[C:15]3[C:11]=2[N:12]=[CH:13][N:14]3[CH:23]2[CH2:28][CH2:27][CH2:26][CH2:25][O:24]2)[CH:6]=[CH:5][CH:4]=[CH:3][CH:2]=1, predict the reactants needed to synthesize it. The reactants are: [C:1]1([CH:7]([C:29]2[CH:34]=[CH:33][CH:32]=[CH:31][CH:30]=2)[CH2:8][NH:9][C:10]2[N:18]=[C:17](S(C)(=O)=O)[N:16]=[C:15]3[C:11]=2[N:12]=[CH:13][N:14]3[CH:23]2[CH2:28][CH2:27][CH2:26][CH2:25][O:24]2)[CH:6]=[CH:5][CH:4]=[CH:3][CH:2]=1.[C-:35]#[N:36].[K+].O. (4) Given the product [CH:1]1([CH:7]([NH:18][C:19]2[CH:20]=[CH:21][C:22]([C:25]([NH:35][CH2:34][CH2:33][C:32]([O:31][CH2:29][CH3:30])=[O:36])=[O:27])=[N:23][CH:24]=2)[C:8]2[S:9][C:10]3[CH:17]=[CH:16][CH:15]=[CH:14][C:11]=3[C:12]=2[CH3:13])[CH2:2][CH2:3][CH2:4][CH2:5][CH2:6]1, predict the reactants needed to synthesize it. The reactants are: [CH:1]1([CH:7]([NH:18][C:19]2[CH:20]=[CH:21][C:22]([C:25]([OH:27])=O)=[N:23][CH:24]=2)[C:8]2[S:9][C:10]3[CH:17]=[CH:16][CH:15]=[CH:14][C:11]=3[C:12]=2[CH3:13])[CH2:6][CH2:5][CH2:4][CH2:3][CH2:2]1.Cl.[CH2:29]([O:31][C:32](=[O:36])[CH2:33][CH2:34][NH2:35])[CH3:30].O.ON1C2C=CC=CC=2N=N1.Cl.C(N=C=NCCCN(C)C)C.[Cl-].[NH4+]. (5) Given the product [CH3:29][O:30][C:31](=[O:32])[C:33]1[CH:38]=[CH:37][C:36]([O:8][C:5]2[CH:6]=[CH:7][C:2]([Cl:1])=[C:3]([CH:9]([CH3:28])[C:10]([OH:15])([C:16]3[CH:17]=[CH:18][C:19]4[O:24][CH2:23][C:22](=[O:25])[N:21]([CH3:26])[C:20]=4[CH:27]=3)[C:11]([F:12])([F:13])[F:14])[CH:4]=2)=[CH:35][CH:34]=1, predict the reactants needed to synthesize it. The reactants are: [Cl:1][C:2]1[CH:7]=[CH:6][C:5]([OH:8])=[CH:4][C:3]=1[CH:9]([CH3:28])[C:10]([C:16]1[CH:17]=[CH:18][C:19]2[O:24][CH2:23][C:22](=[O:25])[N:21]([CH3:26])[C:20]=2[CH:27]=1)([OH:15])[C:11]([F:14])([F:13])[F:12].[CH3:29][O:30][C:31]([C:33]1[CH:38]=[CH:37][C:36](B(O)O)=[CH:35][CH:34]=1)=[O:32]. (6) Given the product [Cl:20][C:11]1[CH:10]=[C:9]2[C:14](=[N:13][C:12]=1[N:15]1[CH2:19][CH2:18][CH2:17][CH2:16]1)[NH:5][CH:6]=[C:7]([C:22]([OH:24])=[O:23])[C:8]2=[O:21], predict the reactants needed to synthesize it. The reactants are: C([N:5]1[C:14]2[C:9](=[CH:10][C:11]([Cl:20])=[C:12]([N:15]3[CH2:19][CH2:18][CH2:17][CH2:16]3)[N:13]=2)[C:8](=[O:21])[C:7]([C:22]([O:24]CC)=[O:23])=[CH:6]1)(C)(C)C.Cl.O1CCOCC1. (7) Given the product [O:50]=[C:51]1[C:60]2[C:55](=[CH:56][CH:57]=[C:58]([C:61]3[CH:62]=[C:63]([NH:67][C:23]([C:18]4[C:19](=[O:22])[O:20][C:21]5[C:16]([CH:17]=4)=[CH:15][CH:14]=[CH:13][C:12]=5[O:11][CH3:10])=[O:25])[CH:64]=[CH:65][CH:66]=3)[CH:59]=2)[O:54][CH:53]=[CH:52]1, predict the reactants needed to synthesize it. The reactants are: CCN(C(C)C)C(C)C.[CH3:10][O:11][C:12]1[CH:13]=[CH:14][CH:15]=[C:16]2[C:21]=1[O:20][C:19](=[O:22])[C:18]([C:23]([OH:25])=O)=[CH:17]2.CN(C(ON1N=NC2C=CC=NC1=2)=[N+](C)C)C.F[P-](F)(F)(F)(F)F.[O:50]=[C:51]1[C:60]2[C:55](=[CH:56][CH:57]=[C:58]([C:61]3[CH:62]=[C:63]([NH2:67])[CH:64]=[CH:65][CH:66]=3)[CH:59]=2)[O:54][CH:53]=[CH:52]1.